From a dataset of Catalyst prediction with 721,799 reactions and 888 catalyst types from USPTO. Predict which catalyst facilitates the given reaction. (1) Reactant: [Mg].[Cl-].[Ce+3].[Cl-].[Cl-].Br[CH2:7][CH2:8][CH2:9][CH2:10]Br.CO[C:14](=[O:31])[C:15]1[CH:20]=[CH:19][C:18]([C:21]2[NH:26][C:25](=[O:27])[C:24]3=[CH:28][CH:29]=[CH:30][N:23]3[N:22]=2)=[CH:17][CH:16]=1. Product: [OH:31][C:14]1([C:15]2[CH:16]=[CH:17][C:18]([C:21]3[NH:26][C:25](=[O:27])[C:24]4=[CH:28][CH:29]=[CH:30][N:23]4[N:22]=3)=[CH:19][CH:20]=2)[CH2:10][CH2:9][CH2:8][CH2:7]1. The catalyst class is: 1. (2) Reactant: [CH2:1]([O:8][C:9](=[O:45])[NH:10][C@H:11]([C:13](=[O:44])[NH:14][CH:15]([C:21](=[O:43])[NH:22][C@@H:23]([CH2:36][C:37]1[CH:42]=[CH:41][CH:40]=[CH:39][CH:38]=1)[CH:24]([C:26](=[O:35])[NH:27][CH2:28][C:29]1[CH:34]=[CH:33][CH:32]=[CH:31][CH:30]=1)[OH:25])[CH2:16][C:17]([F:20])([F:19])[F:18])[CH3:12])[C:2]1[CH:7]=[CH:6][CH:5]=[CH:4][CH:3]=1.CC(OI1(OC(C)=O)(OC(C)=O)OC(=O)C2C=CC=CC1=2)=O. Product: [CH2:1]([O:8][C:9](=[O:45])[NH:10][C@H:11]([C:13](=[O:44])[NH:14][CH:15]([C:21](=[O:43])[NH:22][C@@H:23]([CH2:36][C:37]1[CH:42]=[CH:41][CH:40]=[CH:39][CH:38]=1)[C:24]([C:26](=[O:35])[NH:27][CH2:28][C:29]1[CH:30]=[CH:31][CH:32]=[CH:33][CH:34]=1)=[O:25])[CH2:16][C:17]([F:20])([F:19])[F:18])[CH3:12])[C:2]1[CH:3]=[CH:4][CH:5]=[CH:6][CH:7]=1. The catalyst class is: 4.